From a dataset of Peptide-MHC class I binding affinity with 185,985 pairs from IEDB/IMGT. Regression. Given a peptide amino acid sequence and an MHC pseudo amino acid sequence, predict their binding affinity value. This is MHC class I binding data. (1) The peptide sequence is FKFKYAAAF. The MHC is Mamu-A2201 with pseudo-sequence Mamu-A2201. The binding affinity (normalized) is 0.306. (2) The peptide sequence is LSQLYRPLE. The MHC is Mamu-A01 with pseudo-sequence Mamu-A01. The binding affinity (normalized) is 0.321.